Dataset: Reaction yield outcomes from USPTO patents with 853,638 reactions. Task: Predict the reaction yield, written as a fraction of the theoretical maximum amount of product (1.0 means a 100% yield; for example, 0.34 means a 34% yield). (1) The yield is 0.910. The reactants are [CH:1]([NH:4][C:5]([C:7]1[C:15]2[C:10](=[N:11][CH:12]=[C:13]([C:16]3[C:24]4[C:19](=[CH:20][CH:21]=[C:22]([O:25][C:26]([F:29])([F:28])[F:27])[CH:23]=4)[N:18]([CH3:30])[N:17]=3)[N:14]=2)[N:9](COCC[Si](C)(C)C)[CH:8]=1)=[O:6])([CH3:3])[CH3:2].C(O)(C(F)(F)F)=O. The product is [CH:1]([NH:4][C:5]([C:7]1[C:15]2[C:10](=[N:11][CH:12]=[C:13]([C:16]3[C:24]4[C:19](=[CH:20][CH:21]=[C:22]([O:25][C:26]([F:29])([F:27])[F:28])[CH:23]=4)[N:18]([CH3:30])[N:17]=3)[N:14]=2)[NH:9][CH:8]=1)=[O:6])([CH3:3])[CH3:2]. The catalyst is ClCCl. (2) The reactants are [CH2:1]([NH:3][CH2:4][CH3:5])[CH3:2].CN(C)C=O.F[C:12]1[CH:17]=[CH:16][C:15]([C:18]([F:21])([F:20])[F:19])=[CH:14][C:13]=1[N+:22]([O-:24])=[O:23]. The catalyst is O. The product is [CH2:1]([N:3]([CH2:4][CH3:5])[C:12]1[CH:17]=[CH:16][C:15]([C:18]([F:21])([F:20])[F:19])=[CH:14][C:13]=1[N+:22]([O-:24])=[O:23])[CH3:2]. The yield is 0.983. (3) The reactants are [F:1][C:2]1[CH:7]=[CH:6][C:5]([C:8]#[C:9][C:10]2[CH:11]=[C:12]([CH:16]=O)[CH:13]=[N:14][CH:15]=2)=[CH:4][CH:3]=1.[ClH:18].[O:19]([NH2:21])[CH3:20].C(=O)([O-])[O-].[K+].[K+]. No catalyst specified. The product is [ClH:18].[CH3:20][O:19][N:21]=[CH:16][C:12]1[CH:13]=[N:14][CH:15]=[C:10]([C:9]#[C:8][C:5]2[CH:4]=[CH:3][C:2]([F:1])=[CH:7][CH:6]=2)[CH:11]=1. The yield is 0.640. (4) The reactants are [Cl:1][C:2]1[CH:3]=[C:4]([O:10]C)[CH:5]=[C:6]([CH:9]=1)[C:7]#[N:8].[Li+].[I-]. The catalyst is N1C(C)=CC(C)=CC=1C. The product is [Cl:1][C:2]1[CH:9]=[C:6]([CH:5]=[C:4]([OH:10])[CH:3]=1)[C:7]#[N:8]. The yield is 0.940. (5) The reactants are [Br:1][C:2]1[CH:3]=[C:4]2[C:9](=[CH:10][CH:11]=1)[N:8]([C:12](=[O:17])[C:13]([F:16])([F:15])[F:14])[C@@H:7]([CH3:18])[CH2:6][NH:5]2.C(N(CC)C(C)C)(C)C.[O:28]1[CH:32]=[CH:31][CH:30]=[C:29]1[C:33](Cl)=[O:34]. The catalyst is ClCCCl. The product is [Br:1][C:2]1[CH:3]=[C:4]2[C:9](=[CH:10][CH:11]=1)[N:8]([C:12](=[O:17])[C:13]([F:14])([F:16])[F:15])[C@@H:7]([CH3:18])[CH2:6][N:5]2[C:33]([C:29]1[O:28][CH:32]=[CH:31][CH:30]=1)=[O:34]. The yield is 0.540. (6) The reactants are [CH3:1][O:2][C:3]1[CH:4]=[C:5]2[C:10](=[CH:11][CH:12]=1)[C:9](=[O:13])[CH:8]([CH2:14][C:15]([O:17][CH2:18][CH3:19])=[O:16])[CH2:7][CH2:6]2.[H-].[Na+].[CH2:22](I)[CH3:23]. The catalyst is CN(C=O)C. The product is [CH2:22]([C:8]1([CH2:14][C:15]([O:17][CH2:18][CH3:19])=[O:16])[CH2:7][CH2:6][C:5]2[C:10](=[CH:11][CH:12]=[C:3]([O:2][CH3:1])[CH:4]=2)[C:9]1=[O:13])[CH3:23]. The yield is 0.640. (7) The reactants are [Br:1][C:2]1[CH:3]=[C:4]2[C:9](=[CH:10][CH:11]=1)[N:8]=[C:7]1[N:12]([CH3:22])[CH2:13][C:14]3[CH:21]=[CH:20][CH:19]=[CH:18][C:15]=3[C:16](=[O:17])[C:6]1=[C:5]2[Cl:23].[BH4-].[Na+]. The catalyst is C1COCC1.CO. The product is [Br:1][C:2]1[CH:3]=[C:4]2[C:9](=[CH:10][CH:11]=1)[N:8]=[C:7]1[N:12]([CH3:22])[CH2:13][C:14]3[CH2:21][CH2:20][CH:19]=[CH:18][C:15]=3[CH:16]([OH:17])[C:6]1=[C:5]2[Cl:23]. The yield is 0.850. (8) The reactants are [Cl:1][C:2]1[CH:10]=[C:9]([N+]([O-])=O)[C:8]([N+:14]([O-:16])=[O:15])=[CH:7][C:3]=1[C:4]([OH:6])=[O:5].[OH-:17].[K+].Cl.[CH3:20]O. The catalyst is O. The product is [Cl:1][C:2]1[CH:10]=[C:9]([O:17][CH3:20])[C:8]([N+:14]([O-:16])=[O:15])=[CH:7][C:3]=1[C:4]([OH:6])=[O:5]. The yield is 0.660.